Dataset: Full USPTO retrosynthesis dataset with 1.9M reactions from patents (1976-2016). Task: Predict the reactants needed to synthesize the given product. (1) Given the product [CH2:26]([NH:25][C:23]1[CH:22]=[CH:21][CH:20]=[C:19]([CH2:18][O:17][N:16]=[C:9]([C:5]2[CH:6]=[CH:7][CH:8]=[C:3]([S:2][CH3:1])[CH:4]=2)[C:10]2[N:14]([CH3:15])[N:13]=[N:12][N:11]=2)[N:24]=1)[CH2:27][CH2:28][CH2:29][CH2:30][CH3:31], predict the reactants needed to synthesize it. The reactants are: [CH3:1][S:2][C:3]1[CH:4]=[C:5]([C:9](=[N:16][O:17][CH2:18][C:19]2[N:24]=[C:23]([NH2:25])[CH:22]=[CH:21][CH:20]=2)[C:10]2[N:14]([CH3:15])[N:13]=[N:12][N:11]=2)[CH:6]=[CH:7][CH:8]=1.[CH3:26][CH2:27][CH2:28][CH2:29][CH2:30][CH:31]=O.C(O[BH-](OC(=O)C)OC(=O)C)(=O)C.[Na+]. (2) Given the product [C:28]([C@@H:20]([NH:19][C:7]1[C:6]([C:4]([OH:3])=[O:5])=[CH:15][C:14]2[C:9](=[CH:10][C:11]([Cl:17])=[C:12]([Cl:16])[CH:13]=2)[N:8]=1)[CH2:21][C:22]1[CH:27]=[CH:26][CH:25]=[CH:24][CH:23]=1)([OH:30])=[O:29], predict the reactants needed to synthesize it. The reactants are: C([O:3][C:4]([C:6]1[C:7](Cl)=[N:8][C:9]2[C:14]([CH:15]=1)=[CH:13][C:12]([Cl:16])=[C:11]([Cl:17])[CH:10]=2)=[O:5])C.[NH2:19][C@H:20]([C:28]([OH:30])=[O:29])[CH2:21][C:22]1[CH:27]=[CH:26][CH:25]=[CH:24][CH:23]=1.C(=O)([O-])[O-].[K+].[K+].Cl. (3) Given the product [CH3:13][O:12][C:9]1[CH:10]=[C:11]2[C:6](=[CH:7][C:8]=1[N:14]1[CH2:19][CH2:18][N:17]([CH3:20])[CH2:16][CH2:15]1)[N:5]=[CH:4][C:3]([C:21]#[N:22])=[C:2]2[NH:34][C:33]1[CH:32]=[CH:31][C:30]([O:23][C:24]2[CH:29]=[CH:28][CH:27]=[CH:26][CH:25]=2)=[CH:36][CH:35]=1, predict the reactants needed to synthesize it. The reactants are: Cl[C:2]1[C:11]2[C:6](=[CH:7][C:8]([N:14]3[CH2:19][CH2:18][N:17]([CH3:20])[CH2:16][CH2:15]3)=[C:9]([O:12][CH3:13])[CH:10]=2)[N:5]=[CH:4][C:3]=1[C:21]#[N:22].[O:23]([C:30]1[CH:36]=[CH:35][C:33]([NH2:34])=[CH:32][CH:31]=1)[C:24]1[CH:29]=[CH:28][CH:27]=[CH:26][CH:25]=1.Cl.N1C=CC=CC=1. (4) Given the product [Cl:56][C:53]1[CH:54]=[CH:55][C:50]([C:48]2[S:49][C:45]([NH:44][C:42](=[O:27])[NH:39][CH:13]3[CH2:17][CH2:18][CH2:19][N:11]([C:7]4[CH:6]=[C:5]([CH:10]=[CH:9][CH:8]=4)[C:3]([O:2][CH3:1])=[O:4])[CH2:12]3)=[C:46]([CH3:57])[N:47]=2)=[CH:51][CH:52]=1, predict the reactants needed to synthesize it. The reactants are: [CH3:1][O:2][C:3]([C:5]1[CH:6]=[C:7]([N:11]2[CH2:19][CH2:18][CH2:17][CH:13](C(O)=O)[CH2:12]2)[CH:8]=[CH:9][CH:10]=1)=[O:4].C1(P(N=[N+]=[N-])(C2C=CC=CC=2)=[O:27])C=CC=CC=1.C([N:39]([CH2:42]C)CC)C.[NH2:44][C:45]1[S:49][C:48]([C:50]2[CH:55]=[CH:54][C:53]([Cl:56])=[CH:52][CH:51]=2)=[N:47][C:46]=1[CH3:57]. (5) The reactants are: Cl[C:2]1[C:3]([NH2:9])=[N:4][CH:5]=[N:6][C:7]=1Cl.[NH2:10][C@@H:11]1[CH2:16][CH2:15][CH2:14][N:13](C(OC(C)(C)C)=O)[CH2:12]1.[O:24]([C:31]1[CH:36]=[CH:35][C:34](B(O)O)=[CH:33][CH:32]=1)[C:25]1[CH:30]=[CH:29][CH:28]=[CH:27][CH:26]=1.[F:40][C:41]1[C:46]([F:47])=[C:45]([F:48])[C:44]([F:49])=[C:43]([F:50])[C:42]=1[S:51](Cl)(=[O:53])=[O:52]. Given the product [F:50][C:43]1[C:44]([F:49])=[C:45]([F:48])[C:46]([F:47])=[C:41]([F:40])[C:42]=1[S:51]([N:13]1[CH2:14][CH2:15][CH2:16][C@@H:11]([NH:10][C:7]2[C:2]([C:28]3[CH:29]=[CH:30][C:25]([O:24][C:31]4[CH:36]=[CH:35][CH:34]=[CH:33][CH:32]=4)=[CH:26][CH:27]=3)=[C:3]([NH2:9])[N:4]=[CH:5][N:6]=2)[CH2:12]1)(=[O:53])=[O:52], predict the reactants needed to synthesize it.